The task is: Predict the reactants needed to synthesize the given product.. This data is from Full USPTO retrosynthesis dataset with 1.9M reactions from patents (1976-2016). (1) Given the product [CH3:1][O:2][C:3](=[O:19])[C@@H:4]([CH3:18])[CH2:5][C@H:6]([NH:10][C:11]([O:13][C:14]([CH3:17])([CH3:16])[CH3:15])=[O:12])[C:7](=[O:9])[NH:30][C:21]([CH3:29])([CH3:20])[CH2:22][C:23]1[CH:24]=[N:25][CH:26]=[CH:27][CH:28]=1, predict the reactants needed to synthesize it. The reactants are: [CH3:1][O:2][C:3](=[O:19])[C@@H:4]([CH3:18])[CH2:5][C@H:6]([NH:10][C:11]([O:13][C:14]([CH3:17])([CH3:16])[CH3:15])=[O:12])[C:7]([OH:9])=O.[CH3:20][C:21]([NH2:30])([CH3:29])[CH2:22][C:23]1[CH:24]=[N:25][CH:26]=[CH:27][CH:28]=1. (2) Given the product [NH:27]1[C:28]2[C:24](=[CH:23][C:22]([NH:21][C:7](=[O:9])[CH:6]([N:1]3[CH2:2][CH2:3][CH2:4][CH2:5]3)[C:10]3[S:11][CH:12]=[CH:13][CH:14]=3)=[CH:30][CH:29]=2)[CH:25]=[N:26]1, predict the reactants needed to synthesize it. The reactants are: [N:1]1([CH:6]([C:10]2[S:11][CH:12]=[CH:13][CH:14]=2)[C:7]([OH:9])=O)[CH2:5][CH2:4][CH2:3][CH2:2]1.C(OCl)(C)(C)C.[NH2:21][C:22]1[CH:23]=[C:24]2[C:28](=[CH:29][CH:30]=1)[NH:27][N:26]=[CH:25]2. (3) The reactants are: [C:1]1(=[O:9])[O:6][CH:4]([F:5])[C:3]([F:8])([F:7])[O:2]1.[Si](F)(F)(F)[F:11]. Given the product [C:1]1(=[O:9])[O:6][C:4]([F:11])([F:5])[C:3]([F:8])([F:7])[O:2]1, predict the reactants needed to synthesize it. (4) Given the product [C:8]([C:7]1[CH:10]=[C:11]([N:12]([C:13]2[CH:18]=[CH:17][N:16]=[CH:15][CH:14]=2)[C:41](=[O:44])[CH:42]=[CH2:43])[C:4]([CH:1]2[CH2:2][CH2:3]2)=[N:5][C:6]=1[N:19]1[CH2:24][CH2:23][N:22]([C:25](=[O:30])[CH2:26][CH2:27][O:28][CH3:29])[C@H:21]([CH3:31])[CH2:20]1)#[N:9], predict the reactants needed to synthesize it. The reactants are: [CH:1]1([C:4]2[C:11]([NH:12][C:13]3[CH:18]=[CH:17][N:16]=[CH:15][CH:14]=3)=[CH:10][C:7]([C:8]#[N:9])=[C:6]([N:19]3[CH2:24][CH2:23][N:22]([C:25](=[O:30])[CH2:26][CH2:27][O:28][CH3:29])[C@H:21]([CH3:31])[CH2:20]3)[N:5]=2)[CH2:3][CH2:2]1.C(N(CC)C(C)C)(C)C.[C:41](Cl)(=[O:44])[CH:42]=[CH2:43].O. (5) Given the product [C:1]([O:5][C:6]([N:8]1[CH2:13][CH2:12][N:11]([C:14]([C:15]2[CH:16]([C:17]3[CH:18]=[C:19]([Cl:24])[CH:20]=[C:21]([Cl:23])[CH:22]=3)[C:35]([C:34]([O:33][CH2:32][CH2:31][C:29]#[N:30])=[O:39])=[C:36]([CH3:37])[NH:38][C:25]=2[CH3:26])=[O:28])[CH2:10][CH2:9]1)=[O:7])([CH3:4])([CH3:2])[CH3:3], predict the reactants needed to synthesize it. The reactants are: [C:1]([O:5][C:6]([N:8]1[CH2:13][CH2:12][N:11]([C:14](=[O:28])[C:15]([C:25](=O)[CH3:26])=[CH:16][C:17]2[CH:22]=[C:21]([Cl:23])[CH:20]=[C:19]([Cl:24])[CH:18]=2)[CH2:10][CH2:9]1)=[O:7])([CH3:4])([CH3:3])[CH3:2].[C:29]([CH2:31][CH2:32][O:33][C:34](=[O:39])/[CH:35]=[C:36](\[NH2:38])/[CH3:37])#[N:30]. (6) Given the product [CH2:1]([O:3][C:4](=[O:27])[O:5][C:6]1[CH:7]([CH2:20][CH:21]2[CH2:26][CH2:25][S:24](=[N:30][C:29]#[N:28])[CH2:23][CH2:22]2)[NH:8][C:9](=[O:19])[C:10]=1[C:11]1[CH:16]=[C:15]([CH3:17])[CH:14]=[CH:13][C:12]=1[CH3:18])[CH3:2], predict the reactants needed to synthesize it. The reactants are: [CH2:1]([O:3][C:4](=[O:27])[O:5][C:6]1[CH:7]([CH2:20][CH:21]2[CH2:26][CH2:25][S:24][CH2:23][CH2:22]2)[NH:8][C:9](=[O:19])[C:10]=1[C:11]1[CH:16]=[C:15]([CH3:17])[CH:14]=[CH:13][C:12]=1[CH3:18])[CH3:2].[NH2:28][C:29]#[N:30].C(OI(C1C=CC=CC=1)OC(=O)C)(=O)C.